From a dataset of Reaction yield outcomes from USPTO patents with 853,638 reactions. Predict the reaction yield, written as a fraction of the theoretical maximum amount of product (1.0 means a 100% yield; for example, 0.34 means a 34% yield). The reactants are [OH-].[K+].C([O:5][C:6]([C:8]1([CH2:11][CH2:12][CH2:13][CH2:14][CH2:15][CH2:16][CH2:17][CH2:18][CH2:19][CH2:20][CH2:21][CH2:22][C:23]2([CH2:26][O:27][CH3:28])[CH2:25][CH2:24]2)[CH2:10][CH2:9]1)=[O:7])C.Cl. The catalyst is C(O)C.O. The product is [CH3:28][O:27][CH2:26][C:23]1([CH2:22][CH2:21][CH2:20][CH2:19][CH2:18][CH2:17][CH2:16][CH2:15][CH2:14][CH2:13][CH2:12][CH2:11][C:8]2([C:6]([OH:7])=[O:5])[CH2:10][CH2:9]2)[CH2:24][CH2:25]1. The yield is 0.940.